This data is from Forward reaction prediction with 1.9M reactions from USPTO patents (1976-2016). The task is: Predict the product of the given reaction. (1) The product is: [F:1][C:2]([F:18])([F:19])[C:3]([NH:5][C@@H:6]1[CH2:7][CH2:8][CH2:9][C:10]2[CH:11]=[C:12]([CH2:16][O:17][C:20](=[O:22])[CH3:21])[CH:13]=[CH:14][C:15]1=2)=[O:4]. Given the reactants [F:1][C:2]([F:19])([F:18])[C:3]([NH:5][C@H:6]1[C:15]2[C:10](=[CH:11][C:12]([CH2:16][OH:17])=[CH:13][CH:14]=2)[CH2:9][CH2:8][CH2:7]1)=[O:4].[C:20](OC(=O)C)(=[O:22])[CH3:21].C(N(CC)CC)C, predict the reaction product. (2) Given the reactants Cl.[Cl:2][C:3]1[CH:8]=[CH:7][C:6]([C@H:9]([NH2:14])[CH2:10][CH:11]2[CH2:13][CH2:12]2)=[C:5]([F:15])[CH:4]=1.C(N(CC)CC)C.[CH3:23][C:24]([O:27][C:28](O[C:28]([O:27][C:24]([CH3:26])([CH3:25])[CH3:23])=[O:29])=[O:29])([CH3:26])[CH3:25], predict the reaction product. The product is: [C:24]([O:27][C:28](=[O:29])[NH:14][C@@H:9]([C:6]1[CH:7]=[CH:8][C:3]([Cl:2])=[CH:4][C:5]=1[F:15])[CH2:10][CH:11]1[CH2:13][CH2:12]1)([CH3:26])([CH3:25])[CH3:23]. (3) Given the reactants [Cl:1][C:2]1[CH:18]=[CH:17][C:5]2[CH2:6][CH2:7][N:8]([C:11](=[O:16])[C:12]([F:15])([F:14])[F:13])[CH2:9][CH2:10][C:4]=2[C:3]=1[OH:19].[C:20]([O:24][C:25]([NH:27][CH2:28][CH2:29]O)=[O:26])([CH3:23])([CH3:22])[CH3:21].C(OC(C)(C)C)=O, predict the reaction product. The product is: [C:20]([O:24][C:25]([NH:27][CH2:28][CH2:29][O:19][C:3]1[C:4]2[CH2:10][CH2:9][N:8]([C:11](=[O:16])[C:12]([F:15])([F:13])[F:14])[CH2:7][CH2:6][C:5]=2[CH:17]=[CH:18][C:2]=1[Cl:1])=[O:26])([CH3:23])([CH3:22])[CH3:21].